Dataset: Reaction yield outcomes from USPTO patents with 853,638 reactions. Task: Predict the reaction yield, written as a fraction of the theoretical maximum amount of product (1.0 means a 100% yield; for example, 0.34 means a 34% yield). The reactants are [C:1](=O)([O-])[O-].[Cs+].[Cs+].[C:7]([O:11][C:12]([N:14]1[CH2:19][CH2:18][C:17]2[NH:20][C:21]([C:24]3[CH:29]=[CH:28][N:27]=[C:26]([NH2:30])[N:25]=3)=[C:22]([I:23])[C:16]=2[C:15]1=[O:31])=[O:13])([CH3:10])([CH3:9])[CH3:8].CI.O. The catalyst is CN(C=O)C.C(Cl)Cl. The product is [C:7]([O:11][C:12]([N:14]1[CH2:19][CH2:18][C:17]2[N:20]([CH3:1])[C:21]([C:24]3[CH:29]=[CH:28][N:27]=[C:26]([NH2:30])[N:25]=3)=[C:22]([I:23])[C:16]=2[C:15]1=[O:31])=[O:13])([CH3:10])([CH3:8])[CH3:9]. The yield is 0.600.